From a dataset of Catalyst prediction with 721,799 reactions and 888 catalyst types from USPTO. Predict which catalyst facilitates the given reaction. (1) Reactant: [Cl:1][C:2]1[CH:7]=[C:6]([N:8]2[C:13](=[O:14])[NH:12][C:11](=[O:15])[CH:10]=[N:9]2)[CH:5]=[CH:4][C:3]=1[C:16]([C:21]1[CH:26]=[CH:25][C:24]([Cl:27])=[CH:23][CH:22]=1)([CH3:20])[C:17](Cl)=[O:18].[CH3:28][NH2:29].O.Cl. Product: [Cl:1][C:2]1[CH:7]=[C:6]([N:8]2[C:13](=[O:14])[NH:12][C:11](=[O:15])[CH:10]=[N:9]2)[CH:5]=[CH:4][C:3]=1[C:16]([C:21]1[CH:26]=[CH:25][C:24]([Cl:27])=[CH:23][CH:22]=1)([CH3:20])[C:17]([NH:29][CH3:28])=[O:18]. The catalyst class is: 2. (2) Reactant: CC1(C)C(C)(C)OB([C:9]2[CH:10]=[CH:11][C:12]3[C:13]4[CH:21]=[N:20][N:19](C(=O)C)[C:14]=4[N:15]=[CH:16][C:17]=3[CH:18]=2)O1.Br[C:27]1[C:28]([F:41])=[C:29]([NH:34][S:35]([CH2:38][CH2:39][CH3:40])(=[O:37])=[O:36])[CH:30]=[CH:31][C:32]=1[F:33].C([O-])([O-])=O.[Na+].[Na+]. Product: [F:41][C:28]1[C:27]([C:9]2[CH:10]=[CH:11][C:12]3[C:13]4[CH:21]=[N:20][NH:19][C:14]=4[N:15]=[CH:16][C:17]=3[CH:18]=2)=[C:32]([F:33])[CH:31]=[CH:30][C:29]=1[NH:34][S:35]([CH2:38][CH2:39][CH3:40])(=[O:37])=[O:36]. The catalyst class is: 151. (3) Reactant: [NH2:1][C:2]1[C:7]([C:8]([O:10][CH2:11][C:12]2[CH:17]=[CH:16][CH:15]=[CH:14][CH:13]=2)=[O:9])=[C:6]([CH3:18])[C:5]([Br:19])=[CH:4][CH:3]=1.[F:20][C:21]1[CH:26]=[CH:25][C:24]([S:27](Cl)(=[O:29])=[O:28])=[CH:23][CH:22]=1.N1C=CC=CC=1. Product: [Br:19][C:5]1[C:6]([CH3:18])=[C:7]([C:2]([NH:1][S:27]([C:24]2[CH:25]=[CH:26][C:21]([F:20])=[CH:22][CH:23]=2)(=[O:29])=[O:28])=[CH:3][CH:4]=1)[C:8]([O:10][CH2:11][C:12]1[CH:13]=[CH:14][CH:15]=[CH:16][CH:17]=1)=[O:9]. The catalyst class is: 4. (4) Reactant: Br[C:2]1[C:15](=[O:16])[N:14]([CH:17]([CH3:19])[CH3:18])[C:5]2[N:6]=[C:7]([NH:11][CH2:12][CH3:13])[N:8]=[C:9]([CH3:10])[C:4]=2[CH:3]=1.[S:20]1[CH:24]=[CH:23][CH:22]=[C:21]1B(O)O.C(N(CC)CC)C.COCCOC. Product: [CH2:12]([NH:11][C:7]1[N:8]=[C:9]([CH3:10])[C:4]2[CH:3]=[C:2]([C:21]3[S:20][CH:24]=[CH:23][CH:22]=3)[C:15](=[O:16])[N:14]([CH:17]([CH3:19])[CH3:18])[C:5]=2[N:6]=1)[CH3:13]. The catalyst class is: 6. (5) Reactant: [CH3:1][C:2]1[CH:3]=[C:4]([CH2:7][CH2:8][OH:9])[S:5][CH:6]=1.C(N(C(C)C)CC)(C)C.[CH3:19][C:20]([Si:23](Cl)([CH3:25])[CH3:24])([CH3:22])[CH3:21]. Product: [C:20]([Si:23]([CH3:25])([CH3:24])[O:9][CH2:8][CH2:7][C:4]1[S:5][CH:6]=[C:2]([CH3:1])[CH:3]=1)([CH3:22])([CH3:21])[CH3:19]. The catalyst class is: 2. (6) Reactant: [C:1](Cl)(=[O:3])[CH3:2].[NH2:5][C:6]1[CH:7]=[CH:8][C:9]([CH3:25])=[C:10]([NH:12][C:13]2[CH:14]=[C:15]3[C:19](=[CH:20][CH:21]=2)[C:18](=[O:22])[C:17]([CH3:24])([CH3:23])[CH2:16]3)[CH:11]=1. Product: [CH3:24][C:17]1([CH3:23])[CH2:16][C:15]2[C:19](=[CH:20][CH:21]=[C:13]([NH:12][C:10]3[CH:11]=[C:6]([NH:5][C:1](=[O:3])[CH3:2])[CH:7]=[CH:8][C:9]=3[CH3:25])[CH:14]=2)[C:18]1=[O:22]. The catalyst class is: 146. (7) Product: [Cl:1][C:2]1[CH:7]=[CH:6][C:5]([CH2:8][CH2:9][C:10]2[N:13]=[C:35]([CH2:34][N:17]3[CH2:18][CH2:19][CH2:20][C:21]([C:28]4[CH:33]=[CH:32][CH:31]=[CH:30][CH:29]=4)([C:22]4[CH:27]=[CH:26][CH:25]=[CH:24][CH:23]=4)[C:16]3=[O:15])[O:12][N:11]=2)=[CH:4][CH:3]=1. The catalyst class is: 4. Reactant: [Cl:1][C:2]1[CH:7]=[CH:6][C:5]([CH2:8][CH2:9]/[C:10](=[N:13]/[H])/[NH:11][OH:12])=[CH:4][CH:3]=1.[O:15]=[C:16]1[C:21]([C:28]2[CH:33]=[CH:32][CH:31]=[CH:30][CH:29]=2)([C:22]2[CH:27]=[CH:26][CH:25]=[CH:24][CH:23]=2)[CH2:20][CH2:19][CH2:18][N:17]1[CH2:34][C:35](O)=O.Cl.C(N=C=NCCCN(C)C)C. (8) Reactant: [CH3:1][C:2]1[CH:7]=[C:6]([CH:8]=O)[CH:5]=[C:4]([CH3:10])[N:3]=1.[NH2:11][C:12]1[CH:20]=[C:19]([F:21])[CH:18]=[C:17]([F:22])[C:13]=1[C:14]([NH2:16])=[O:15].S([O-])(O)=O.[Na+].C1(C)C=CC(S(O)(=O)=O)=CC=1. Product: [CH3:1][C:2]1[CH:7]=[C:6]([C:8]2[NH:16][C:14](=[O:15])[C:13]3[C:12](=[CH:20][C:19]([F:21])=[CH:18][C:17]=3[F:22])[N:11]=2)[CH:5]=[C:4]([CH3:10])[N:3]=1. The catalyst class is: 395.